Dataset: CYP3A4 inhibition data for predicting drug metabolism from PubChem BioAssay. Task: Regression/Classification. Given a drug SMILES string, predict its absorption, distribution, metabolism, or excretion properties. Task type varies by dataset: regression for continuous measurements (e.g., permeability, clearance, half-life) or binary classification for categorical outcomes (e.g., BBB penetration, CYP inhibition). Dataset: cyp3a4_veith. (1) The compound is COc1cc2ccccc2c2cc([N+](=O)[O-])oc12. The result is 0 (non-inhibitor). (2) The drug is O=C1c2ccccc2C(=O)N1CC1c2ccccc2CCN1S(=O)(=O)c1ccccc1. The result is 1 (inhibitor). (3) The molecule is C/C(CCN1CCc2nc(-c3ccccc3)c(-c3ccccc3)cc2C1)=N\OC[C@@H](O)COCc1ccco1. The result is 1 (inhibitor).